This data is from NCI-60 drug combinations with 297,098 pairs across 59 cell lines. The task is: Regression. Given two drug SMILES strings and cell line genomic features, predict the synergy score measuring deviation from expected non-interaction effect. (1) Drug 1: CC1C(C(CC(O1)OC2CC(CC3=C2C(=C4C(=C3O)C(=O)C5=C(C4=O)C(=CC=C5)OC)O)(C(=O)CO)O)N)O.Cl. Drug 2: N.N.Cl[Pt+2]Cl. Cell line: SK-MEL-28. Synergy scores: CSS=48.7, Synergy_ZIP=-11.8, Synergy_Bliss=-0.458, Synergy_Loewe=-9.68, Synergy_HSA=3.15. (2) Drug 1: C1=CC(=C2C(=C1NCCNCCO)C(=O)C3=C(C=CC(=C3C2=O)O)O)NCCNCCO. Drug 2: C1=C(C(=O)NC(=O)N1)N(CCCl)CCCl. Cell line: IGROV1. Synergy scores: CSS=45.1, Synergy_ZIP=-5.14, Synergy_Bliss=-5.10, Synergy_Loewe=-8.32, Synergy_HSA=3.87. (3) Drug 1: CC1=C(C=C(C=C1)NC2=NC=CC(=N2)N(C)C3=CC4=NN(C(=C4C=C3)C)C)S(=O)(=O)N.Cl. Drug 2: CCC1=C2CN3C(=CC4=C(C3=O)COC(=O)C4(CC)O)C2=NC5=C1C=C(C=C5)O. Cell line: U251. Synergy scores: CSS=43.0, Synergy_ZIP=-2.65, Synergy_Bliss=-3.27, Synergy_Loewe=-15.0, Synergy_HSA=-0.313.